The task is: Binary Classification. Given a T-cell receptor sequence (or CDR3 region) and an epitope sequence, predict whether binding occurs between them.. This data is from TCR-epitope binding with 47,182 pairs between 192 epitopes and 23,139 TCRs. The epitope is KLWAQCVQL. The TCR CDR3 sequence is CASSSSGGSYNSPLHF. Result: 1 (the TCR binds to the epitope).